This data is from Full USPTO retrosynthesis dataset with 1.9M reactions from patents (1976-2016). The task is: Predict the reactants needed to synthesize the given product. (1) Given the product [F:12][C:13]1[CH:18]=[C:17]([CH:16]=[CH:15][CH:14]=1)[O:10][CH2:9][C:8]1[C:2]([CH3:11])([CH3:1])[CH2:3][CH2:4][CH2:5][CH2:6][CH:7]=1, predict the reactants needed to synthesize it. The reactants are: [CH3:1][C:2]1([CH3:11])[C:8]([CH2:9][OH:10])=[CH:7][CH2:6][CH2:5][CH2:4][CH2:3]1.[F:12][C:13]1[CH:14]=[C:15](O)[CH:16]=[CH:17][CH:18]=1.C1(P(C2C=CC=CC=2)C2C=CC=CC=2)C=CC=CC=1.N(C(OCC)=O)=NC(OCC)=O. (2) Given the product [CH3:1][C:2]([N+:8]([O-:10])=[O:9])([CH3:7])[CH2:3][CH2:4][CH:5]=[O:29], predict the reactants needed to synthesize it. The reactants are: [CH3:1][C:2]([N+:8]([O-:10])=[O:9])([CH3:7])[CH2:3][CH2:4][C:5]#N.[H-].C([Al+]CC(C)C)C(C)C.CCCCCC.O.S([O-])([O-])(=O)=[O:29].[Mg+2]. (3) Given the product [OH:4][CH:5]1[C:14]2[N:13]=[CH:12][CH:11]=[CH:10][C:9]=2[CH2:8][CH:7]([C:15]([O:17][CH2:18][CH3:19])=[O:16])[CH2:6]1, predict the reactants needed to synthesize it. The reactants are: C([O:4][CH:5]1[C:14]2[N:13]=[CH:12][CH:11]=[CH:10][C:9]=2[CH2:8][CH:7]([C:15]([O:17][CH2:18][CH3:19])=[O:16])[CH2:6]1)(=O)C.C(O)C.[Na].[Cl-].[NH4+]. (4) Given the product [N:11]1[C:10]([C:7]2[CH:8]=[CH:9][C:4]([NH2:1])=[CH:5][CH:6]=2)=[CH:18][N:13]2[CH:14]=[CH:15][CH:16]=[CH:17][C:12]=12, predict the reactants needed to synthesize it. The reactants are: [N+:1]([C:4]1[CH:9]=[CH:8][C:7]([C:10]2[N:11]=[C:12]3[CH:17]=[CH:16][CH:15]=[CH:14][N:13]3[CH:18]=2)=[CH:6][CH:5]=1)([O-])=O.